From a dataset of Peptide-MHC class I binding affinity with 185,985 pairs from IEDB/IMGT. Regression. Given a peptide amino acid sequence and an MHC pseudo amino acid sequence, predict their binding affinity value. This is MHC class I binding data. (1) The peptide sequence is FTFGDTALY. The MHC is HLA-A33:01 with pseudo-sequence HLA-A33:01. The binding affinity (normalized) is 0.121. (2) The peptide sequence is SLFRAVITK. The MHC is HLA-A31:01 with pseudo-sequence HLA-A31:01. The binding affinity (normalized) is 0.338. (3) The peptide sequence is AVYSSSMVK. The MHC is HLA-A68:01 with pseudo-sequence HLA-A68:01. The binding affinity (normalized) is 0.740. (4) The peptide sequence is SVKGRFTI. The MHC is HLA-A68:02 with pseudo-sequence HLA-A68:02. The binding affinity (normalized) is 0.0692. (5) The peptide sequence is FPVRPQVPM. The binding affinity (normalized) is 0.877. The MHC is HLA-B07:02 with pseudo-sequence HLA-B07:02. (6) The peptide sequence is GEPKMTKAL. The MHC is HLA-B44:03 with pseudo-sequence HLA-B44:03. The binding affinity (normalized) is 0.0000274. (7) The MHC is HLA-A26:02 with pseudo-sequence HLA-A26:02. The binding affinity (normalized) is 0.0847. The peptide sequence is ELFYILIAK. (8) The peptide sequence is KIKLPTWLGA. The MHC is HLA-A02:02 with pseudo-sequence HLA-A02:02. The binding affinity (normalized) is 0.133. (9) The peptide sequence is AYIDNYNKV. The MHC is HLA-B15:01 with pseudo-sequence HLA-B15:01. The binding affinity (normalized) is 0.0434.